Dataset: Full USPTO retrosynthesis dataset with 1.9M reactions from patents (1976-2016). Task: Predict the reactants needed to synthesize the given product. (1) Given the product [C:3]([O:7][C:8]([N:10]1[CH2:15][CH2:14][CH:13]([CH2:16][O:17][C:19]2[C:28]3[C:23](=[CH:24][CH:25]=[C:26]([O:29][CH3:30])[CH:27]=3)[CH:22]=[N:21][N:20]=2)[CH2:12][CH2:11]1)=[O:9])([CH3:6])([CH3:5])[CH3:4], predict the reactants needed to synthesize it. The reactants are: [H-].[Na+].[C:3]([O:7][C:8]([N:10]1[CH2:15][CH2:14][CH:13]([CH2:16][OH:17])[CH2:12][CH2:11]1)=[O:9])([CH3:6])([CH3:5])[CH3:4].Cl[C:19]1[C:28]2[C:23](=[CH:24][CH:25]=[C:26]([O:29][CH3:30])[CH:27]=2)[CH:22]=[N:21][N:20]=1. (2) Given the product [Cl:14][C:3]1[C:2]([CH3:1])=[C:7]([CH2:8][O:9][CH3:10])[N:6]=[CH:5][N:4]=1, predict the reactants needed to synthesize it. The reactants are: [CH3:1][C:2]1[C:3](O)=[N:4][CH:5]=[N:6][C:7]=1[CH2:8][O:9][CH3:10].P(Cl)(Cl)([Cl:14])=O. (3) The reactants are: [Al+3].[Cl-].[Cl-].[Cl-].[CH3:5][CH:6]([CH3:16])[CH2:7][O:8][C:9]1[CH:14]=[CH:13][C:12]([Cl:15])=[CH:11][CH:10]=1.Cl[C:18](=[O:23])[C:19]([O:21][CH3:22])=[O:20]. Given the product [Cl:15][C:12]1[CH:11]=[CH:10][C:9]([O:8][CH2:7][CH:6]([CH3:16])[CH3:5])=[C:14]([C:18](=[O:23])[C:19]([O:21][CH3:22])=[O:20])[CH:13]=1, predict the reactants needed to synthesize it. (4) Given the product [C:1]([O:5][C:6](=[O:7])[NH:8][C@@H:9]([CH2:13][C:14]1[CH:15]=[CH:16][C:17]([O:20][CH3:21])=[CH:18][CH:19]=1)[CH2:10][OH:11])([CH3:3])([CH3:4])[CH3:2], predict the reactants needed to synthesize it. The reactants are: [C:1]([O:5][C:6]([NH:8][C@@H:9]([CH2:13][C:14]1[CH:19]=[CH:18][C:17]([O:20][CH3:21])=[CH:16][CH:15]=1)[C:10](O)=[O:11])=[O:7])([CH3:4])([CH3:3])[CH3:2].C(O)(=O)C.CO. (5) Given the product [CH:25]1([O:28][C:29]2[CH:30]=[C:31]([CH:32]([C:14]3[CH:15]=[CH:16][C:11]([C:8]([O:7][CH2:6][O:5][CH2:4][CH2:3][Si:2]([CH3:19])([CH3:18])[CH3:1])([CH3:10])[CH3:9])=[N:12][CH:13]=3)[OH:33])[CH:34]=[CH:35][C:36]=2[O:37][CH:38]([F:40])[F:39])[CH2:26][CH2:27]1, predict the reactants needed to synthesize it. The reactants are: [CH3:1][Si:2]([CH3:19])([CH3:18])[CH2:3][CH2:4][O:5][CH2:6][O:7][C:8]([C:11]1[CH:16]=[CH:15][C:14](Br)=[CH:13][N:12]=1)([CH3:10])[CH3:9].C([Li])CCC.[CH:25]1([O:28][C:29]2[CH:30]=[C:31]([CH:34]=[CH:35][C:36]=2[O:37][CH:38]([F:40])[F:39])[CH:32]=[O:33])[CH2:27][CH2:26]1. (6) The reactants are: [C:1]([O:5][C:6](=[O:18])[CH2:7][N:8]1[C:16]2[C:11](=[CH:12][CH:13]=[C:14]([OH:17])[CH:15]=2)[CH:10]=[CH:9]1)([CH3:4])([CH3:3])[CH3:2].[CH3:19][CH:20]([CH3:39])[CH:21]([C:23]1[S:27][C:26]([C:28]2[CH:33]=[CH:32][C:31]([C:34]([F:37])([F:36])[F:35])=[CH:30][CH:29]=2)=[N:25][C:24]=1[CH3:38])O.C(P(CCCC)CCCC)CCC.CN(C)C(N=NC(N(C)C)=O)=O. Given the product [C:1]([O:5][C:6](=[O:18])[CH2:7][N:8]1[C:16]2[C:11](=[CH:12][CH:13]=[C:14]([O:17][CH:21]([C:23]3[S:27][C:26]([C:28]4[CH:33]=[CH:32][C:31]([C:34]([F:36])([F:37])[F:35])=[CH:30][CH:29]=4)=[N:25][C:24]=3[CH3:38])[CH:20]([CH3:39])[CH3:19])[CH:15]=2)[CH:10]=[CH:9]1)([CH3:4])([CH3:2])[CH3:3], predict the reactants needed to synthesize it. (7) Given the product [O:4]1[C:5]2[CH:11]=[CH:10][CH:9]=[CH:8][C:6]=2[O:7][CH:2]=[CH:3]1, predict the reactants needed to synthesize it. The reactants are: Br[CH:2]1[O:7][C:6]2[CH:8]=[CH:9][CH:10]=[CH:11][C:5]=2[O:4][CH:3]1Br.[I-].[Na+]. (8) Given the product [C:17]([O:16][C:14]([N:11]1[CH2:12][CH2:13][NH:8][CH2:9][C@H:10]1[CH2:21][C:22]1[CH:27]=[CH:26][C:25]([CH3:28])=[C:24]([CH3:29])[CH:23]=1)=[O:15])([CH3:20])([CH3:19])[CH3:18], predict the reactants needed to synthesize it. The reactants are: C([N:8]1[CH2:13][CH2:12][N:11]([C:14]([O:16][C:17]([CH3:20])([CH3:19])[CH3:18])=[O:15])[C@H:10]([CH2:21][C:22]2[CH:27]=[CH:26][C:25]([CH3:28])=[C:24]([CH3:29])[CH:23]=2)[CH2:9]1)C1C=CC=CC=1. (9) Given the product [CH2:11]([N:16]1[CH2:21][CH2:20][CH:19]([CH:22]=[O:23])[CH2:18][CH2:17]1)[C:12]([CH3:15])([CH3:14])[CH3:13], predict the reactants needed to synthesize it. The reactants are: C(Cl)(=O)C(Cl)=O.CS(C)=O.[CH2:11]([N:16]1[CH2:21][CH2:20][CH:19]([CH2:22][OH:23])[CH2:18][CH2:17]1)[C:12]([CH3:15])([CH3:14])[CH3:13].